Dataset: Full USPTO retrosynthesis dataset with 1.9M reactions from patents (1976-2016). Task: Predict the reactants needed to synthesize the given product. (1) Given the product [ClH:42].[F:1][C:2]1[CH:3]=[CH:4][C:5]([CH3:41])=[C:6]([CH:40]=1)[O:7][CH2:8][C:9]1[C:18]([C:19]2[CH:24]=[CH:23][C:22]([OH:25])=[CH:21][C:20]=2[O:35][CH3:36])=[CH:17][CH:16]=[C:15]2[C:10]=1[C:11]([CH3:39])=[CH:12][C:13]([CH3:37])([CH3:38])[NH:14]2, predict the reactants needed to synthesize it. The reactants are: [F:1][C:2]1[CH:3]=[CH:4][C:5]([CH3:41])=[C:6]([CH:40]=1)[O:7][CH2:8][C:9]1[C:18]([C:19]2[CH:24]=[CH:23][C:22]([O:25]CC3C=CC(OC)=CC=3)=[CH:21][C:20]=2[O:35][CH3:36])=[CH:17][CH:16]=[C:15]2[C:10]=1[C:11]([CH3:39])=[CH:12][C:13]([CH3:38])([CH3:37])[NH:14]2.[ClH:42].C(OCC)(=O)C. (2) Given the product [NH2:8][C:7]1[C:2]([CH3:1])=[CH:3][C:4]([CH2:15][C:16]([O:18][CH3:19])=[O:17])=[N:5][CH:6]=1, predict the reactants needed to synthesize it. The reactants are: [CH3:1][C:2]1[C:7]([NH:8]C(=O)C(C)(C)C)=[CH:6][N:5]=[C:4]([CH2:15][C:16]([O:18][C:19](C)(C)C)=[O:17])[CH:3]=1.[Si](C=[N+]=[N-])(C)(C)C. (3) Given the product [C:1]([NH:8][C@@H:9]1[C:15](=[O:16])[N:14]2[C@H:17]([C:21]([O:23][C:24]([CH3:25])([CH3:27])[CH3:26])=[O:22])[CH2:18][CH2:19][CH2:20][N:13]2[C:12](=[O:28])[CH2:11][CH2:10]1)(=[O:3])[CH3:2], predict the reactants needed to synthesize it. The reactants are: [C:1](OC(=O)C)(=[O:3])[CH3:2].[NH2:8][CH:9]1[C:15](=[O:16])[N:14]2[CH:17]([C:21]([O:23][C:24]([CH3:27])([CH3:26])[CH3:25])=[O:22])[CH2:18][CH2:19][CH2:20][N:13]2[C:12](=[O:28])[CH2:11][CH2:10]1.C(N(C(C)C)CC)(C)C.C(Cl)Cl. (4) Given the product [CH3:1][S:2]([O:6][CH2:7][C@@H:8]1[CH2:16][CH2:15][CH:14]([C:17]2[O:18][C:19]([CH3:22])=[CH:20][CH:21]=2)[C:13]2[N:9]1[C:10]([C:31]1[CH:32]=[CH:33][CH:34]=[CH:35][CH:36]=1)=[C:11]1[C:26](=[O:27])[N:25]([CH3:28])[C:24](=[O:29])[N:23]([CH3:30])[C:12]1=2)(=[O:4])=[O:3], predict the reactants needed to synthesize it. The reactants are: [CH3:1][S:2](Cl)(=[O:4])=[O:3].[OH:6][CH2:7][C@@H:8]1[CH2:16][CH2:15][CH:14]([C:17]2[O:18][C:19]([CH3:22])=[CH:20][CH:21]=2)[C:13]2[N:9]1[C:10]([C:31]1[CH:36]=[CH:35][CH:34]=[CH:33][CH:32]=1)=[C:11]1[C:26](=[O:27])[N:25]([CH3:28])[C:24](=[O:29])[N:23]([CH3:30])[C:12]1=2.C(N(CC)CC)C. (5) Given the product [Cl:1][C:2]1[CH:3]=[CH:4][C:5]2[C:14]3[C:9](=[CH:10][C:11]([C:30]4[NH:29][C:28]([C@@H:31]5[CH2:35][CH2:34][CH2:33][N:32]5[C:36]([O:38][C:39]([CH3:42])([CH3:41])[CH3:40])=[O:37])=[N:27][CH:26]=4)=[CH:12][CH:13]=3)[O:8][CH2:7][C:6]=2[CH:24]=1, predict the reactants needed to synthesize it. The reactants are: [Cl:1][C:2]1[CH:3]=[CH:4][C:5]2[C:14]3[C:9](=[CH:10][C:11](B4OC(C)(C)C(C)(C)O4)=[CH:12][CH:13]=3)[O:8][CH2:7][C:6]=2[CH:24]=1.Br[C:26]1[N:27]=[C:28]([C@@H:31]2[CH2:35][CH2:34][CH2:33][N:32]2[C:36]([O:38][C:39]([CH3:42])([CH3:41])[CH3:40])=[O:37])[NH:29][CH:30]=1.C(=O)([O-])[O-].[K+].[K+].